This data is from Forward reaction prediction with 1.9M reactions from USPTO patents (1976-2016). The task is: Predict the product of the given reaction. (1) Given the reactants [NH2:1][C:2](=O)[C:3]([NH:6][C:7](=[O:13])[O:8][C:9]([CH3:12])([CH3:11])[CH3:10])([CH3:5])[CH3:4].COC1C=CC(P2(SP(C3C=CC(OC)=CC=3)(=S)S2)=[S:24])=CC=1, predict the reaction product. The product is: [NH2:1][C:2](=[S:24])[C:3]([NH:6][C:7](=[O:13])[O:8][C:9]([CH3:12])([CH3:11])[CH3:10])([CH3:5])[CH3:4]. (2) Given the reactants Cl[C:2]1[C:7]([C:8]([O:10][CH3:11])=[O:9])=[CH:6][C:5]([I:12])=[CH:4][N:3]=1.[O:13]([C:20]1[CH:25]=[CH:24][C:23]([OH:26])=[CH:22][CH:21]=1)[C:14]1[CH:19]=[CH:18][CH:17]=[CH:16][CH:15]=1.C(=O)([O-])[O-].[K+].[K+], predict the reaction product. The product is: [I:12][C:5]1[CH:6]=[C:7]([C:8]([O:10][CH3:11])=[O:9])[C:2]([O:26][C:23]2[CH:22]=[CH:21][C:20]([O:13][C:14]3[CH:19]=[CH:18][CH:17]=[CH:16][CH:15]=3)=[CH:25][CH:24]=2)=[N:3][CH:4]=1. (3) The product is: [CH2:40]([C:44]1[O:45][C:46]2[CH:61]=[CH:60][C:59]([N+:62]([O-:64])=[O:63])=[CH:58][C:47]=2[C:48]=1[C:49](=[O:57])[C:50]1[CH:51]=[CH:52][C:53]([O:56][CH2:28][CH2:29][CH2:30][N:31]([CH2:36][CH2:37][CH2:38][CH3:39])[CH2:32][CH2:33][CH2:34][CH3:35])=[CH:54][CH:55]=1)[CH2:41][CH2:42][CH3:43]. Given the reactants CCCCC1OC2C=CC(NS(C)(=O)=O)=CC=2C=1C(C1C=CC(O[CH2:28][CH2:29][CH2:30][N:31]([CH2:36][CH2:37][CH2:38][CH3:39])[CH2:32][CH2:33][CH2:34][CH3:35])=CC=1)=O.[CH2:40]([C:44]1[O:45][C:46]2[CH:61]=[CH:60][C:59]([N+:62]([O-:64])=[O:63])=[CH:58][C:47]=2[C:48]=1[C:49](=[O:57])[C:50]1[CH:55]=[CH:54][C:53]([OH:56])=[CH:52][CH:51]=1)[CH2:41][CH2:42][CH3:43].ClCCCN(CCCC)CCCC.C(=O)([O-])[O-].[K+].[K+].C(=O)([O-])[O-].[Na+].[Na+].[OH-].[Na+].[OH-].[K+].[OH-].[Ca+2].[OH-].[OH-].[Cs+], predict the reaction product. (4) Given the reactants [CH3:1][N:2]([CH2:4][C:5]1([C:11]2[CH:16]=[CH:15][C:14]([OH:17])=[CH:13][CH:12]=2)[CH2:10][CH2:9][O:8][CH2:7][CH2:6]1)[CH3:3].[CH:18]1([N:22]2[CH2:27][CH2:26][CH:25](O)[CH2:24][CH2:23]2)[CH2:21][CH2:20][CH2:19]1.C1C=CC(P(C2C=CC=CC=2)C2C=CC=CC=2)=CC=1.CC(OC(/N=N/C(OC(C)C)=O)=O)C.ClCCl.CO.N, predict the reaction product. The product is: [CH:18]1([N:22]2[CH2:27][CH2:26][CH:25]([O:17][C:14]3[CH:15]=[CH:16][C:11]([C:5]4([CH2:4][N:2]([CH3:1])[CH3:3])[CH2:6][CH2:7][O:8][CH2:9][CH2:10]4)=[CH:12][CH:13]=3)[CH2:24][CH2:23]2)[CH2:21][CH2:20][CH2:19]1. (5) The product is: [CH:9]1([CH2:8][O:7][CH2:1][CH2:2][CH2:3][CH2:4][CH2:5][CH2:6][C:16]2[CH:17]=[C:18]([CH:21]=[CH:22][CH:23]=2)[C:19]#[N:20])[CH2:10][CH2:11][CH2:12][CH2:13][CH2:14]1. Given the reactants [CH2:1]([O:7][CH2:8][CH:9]1[CH2:14][CH2:13][CH2:12][CH2:11][CH2:10]1)[CH2:2][CH2:3][CH2:4][CH:5]=[CH2:6].Br[C:16]1[CH:17]=[C:18]([CH:21]=[CH:22][CH:23]=1)[C:19]#[N:20], predict the reaction product. (6) Given the reactants [CH3:1][O:2][C:3]1[CH:4]=[C:5]([CH:27]=[CH:28][C:29]=1[O:30][CH3:31])[CH2:6][NH:7][C:8]1[N:13]2[N:14]=[C:15]([C:17]3[O:18][CH:19]=[CH:20][CH:21]=3)[N:16]=[C:12]2[CH:11]=[C:10]([C:22]([O:24]CC)=[CH2:23])[N:9]=1, predict the reaction product. The product is: [C:22]([C:10]1[N:9]=[C:8]([NH:7][CH2:6][C:5]2[CH:27]=[CH:28][C:29]([O:30][CH3:31])=[C:3]([O:2][CH3:1])[CH:4]=2)[N:13]2[N:14]=[C:15]([C:17]3[O:18][CH:19]=[CH:20][CH:21]=3)[N:16]=[C:12]2[CH:11]=1)(=[O:24])[CH3:23]. (7) Given the reactants O.O.O.O.O.O.O.O.O.O.C(=O)([O-])[O-].[Na+].[Na+].[Si]([O:24][C:25]1[CH:30]=[CH:29][C:28](B(O)O)=[CH:27][CH:26]=1)(C(C)(C)C)(C)C.Br[C:35]1[C:36]([NH2:41])=[N:37][CH:38]=[CH:39][CH:40]=1, predict the reaction product. The product is: [NH2:41][C:36]1[C:35]([C:28]2[CH:27]=[CH:26][C:25]([OH:24])=[CH:30][CH:29]=2)=[CH:40][CH:39]=[CH:38][N:37]=1. (8) Given the reactants F[C:2]1[CH:7]=[CH:6][C:5]([N+:8]([O-:10])=[O:9])=[CH:4][C:3]=1[CH3:11].CN1CCCC1=O.[OH:19][CH2:20][CH2:21][N:22]([CH2:26][CH2:27][OH:28])[CH2:23][CH2:24][NH2:25], predict the reaction product. The product is: [N+:8]([C:5]1[CH:6]=[CH:7][C:2]([NH:25][CH2:24][CH2:23][N:22]([CH2:26][CH2:27][OH:28])[CH2:21][CH2:20][OH:19])=[C:3]([CH3:11])[CH:4]=1)([O-:10])=[O:9].